Dataset: Full USPTO retrosynthesis dataset with 1.9M reactions from patents (1976-2016). Task: Predict the reactants needed to synthesize the given product. (1) The reactants are: [NH:1]1[CH2:6][CH2:5][CH:4]([C:7]2[NH:8][C:9](=[O:18])[C:10]3[C:15]([CH:16]=2)=[C:14]([CH3:17])[CH:13]=[CH:12][CH:11]=3)[CH2:3][CH2:2]1.[S:19](N)([NH2:22])(=[O:21])=[O:20]. Given the product [S:19]([N:1]1[CH2:6][CH2:5][CH:4]([C:7]2[NH:8][C:9](=[O:18])[C:10]3[C:15]([CH:16]=2)=[C:14]([CH3:17])[CH:13]=[CH:12][CH:11]=3)[CH2:3][CH2:2]1)(=[O:21])(=[O:20])[NH2:22], predict the reactants needed to synthesize it. (2) Given the product [Cl:16][C:9]1[C:10]2[C:5](=[CH:4][CH:3]=[C:2]([Cl:1])[CH:11]=2)[C:6]([CH3:13])=[N:7][N:8]=1, predict the reactants needed to synthesize it. The reactants are: [Cl:1][C:2]1[CH:11]=[C:10]2[C:5]([C:6]([CH3:13])=[N:7][N:8]=[C:9]2O)=[CH:4][CH:3]=1.P(Cl)(Cl)([Cl:16])=O. (3) Given the product [OH:9][C@H:10]1[CH2:15][CH2:14][CH2:13][CH2:12][C@@H:11]1[NH:16][C:17]1[CH:37]=[C:36]([C:38]([F:41])([F:39])[F:40])[CH:35]=[CH:34][C:18]=1[C:19]([NH:21][C:22]1[CH:31]=[C:30]2[C:25]([CH2:26][CH2:27][C:28](=[O:33])[N:29]2[CH3:32])=[CH:24][CH:23]=1)=[O:20], predict the reactants needed to synthesize it. The reactants are: Cl.C([O:9][C@H:10]1[CH2:15][CH2:14][CH2:13][CH2:12][C@@H:11]1[NH:16][C:17]1[CH:37]=[C:36]([C:38]([F:41])([F:40])[F:39])[CH:35]=[CH:34][C:18]=1[C:19]([NH:21][C:22]1[CH:31]=[C:30]2[C:25]([CH2:26][CH2:27][C:28](=[O:33])[N:29]2[CH3:32])=[CH:24][CH:23]=1)=[O:20])C1C=CC=CC=1.C(=O)(O)[O-].[Na+]. (4) The reactants are: ClC(Cl)(Cl)[C:3]([C:5]1[N:14]2[C:8]([CH2:9][N:10]([C:19](=[O:30])[CH2:20][O:21][C:22]3[CH:27]=[CH:26][C:25]([Cl:28])=[CH:24][C:23]=3[CH3:29])[C:11]3[CH:18]=[CH:17][CH:16]=[CH:15][C:12]=3[CH2:13]2)=[CH:7][CH:6]=1)=[O:4].Cl.[NH2:34][CH2:35][C:36]1[CH:45]=[CH:44][C:39]([C:40]([O:42][CH3:43])=[O:41])=[CH:38][CH:37]=1.C(N(CC)CC)C. Given the product [Cl:28][C:25]1[CH:26]=[CH:27][C:22]([O:21][CH2:20][C:19]([N:10]2[C:11]3[CH:18]=[CH:17][CH:16]=[CH:15][C:12]=3[CH2:13][N:14]3[C:5]([C:3]([NH:34][CH2:35][C:36]4[CH:37]=[CH:38][C:39]([C:40]([O:42][CH3:43])=[O:41])=[CH:44][CH:45]=4)=[O:4])=[CH:6][CH:7]=[C:8]3[CH2:9]2)=[O:30])=[C:23]([CH3:29])[CH:24]=1, predict the reactants needed to synthesize it. (5) Given the product [ClH:57].[NH2:37][CH2:36][C@H:33]1[CH2:32][CH2:31][C@H:30]([C:28]([NH:27][C@H:3]([C:2](=[O:1])[NH:45][C:46]2[CH:47]=[CH:48][C:49]([C:52]3[NH:56][N:55]=[N:54][N:53]=3)=[CH:50][CH:51]=2)[CH2:4][C:5]2[CH:6]=[CH:7][C:8]([C:11]3[CH:12]=[CH:13][C:14]([C:17]([NH:18][CH2:19][CH2:20][N:21]4[CH2:25][CH2:24][CH2:23][CH2:22]4)=[O:26])=[CH:15][CH:16]=3)=[CH:9][CH:10]=2)=[O:29])[CH2:35][CH2:34]1, predict the reactants needed to synthesize it. The reactants are: [O:1]=[C:2]([NH:45][C:46]1[CH:51]=[CH:50][C:49]([C:52]2[NH:56][N:55]=[N:54][N:53]=2)=[CH:48][CH:47]=1)[C@@H:3]([NH:27][C:28]([C@H:30]1[CH2:35][CH2:34][C@H:33]([CH2:36][NH:37]C(=O)OC(C)(C)C)[CH2:32][CH2:31]1)=[O:29])[CH2:4][C:5]1[CH:10]=[CH:9][C:8]([C:11]2[CH:16]=[CH:15][C:14]([C:17](=[O:26])[NH:18][CH2:19][CH2:20][N:21]3[CH2:25][CH2:24][CH2:23][CH2:22]3)=[CH:13][CH:12]=2)=[CH:7][CH:6]=1.[ClH:57].C(#N)C. (6) Given the product [F:20][C:16]1[CH:15]=[C:14]([C:13]2[C:5]([C:3]3[N:24]=[C:21]([CH3:22])[S:23][CH:2]=3)=[N:6][N:7]3[CH:12]=[CH:11][CH:10]=[CH:9][C:8]=23)[CH:19]=[CH:18][N:17]=1, predict the reactants needed to synthesize it. The reactants are: Br[CH2:2][C:3]([C:5]1[C:13]([C:14]2[CH:19]=[CH:18][N:17]=[C:16]([F:20])[CH:15]=2)=[C:8]2[CH:9]=[CH:10][CH:11]=[CH:12][N:7]2[N:6]=1)=O.[C:21]([NH2:24])(=[S:23])[CH3:22].[OH-].[NH4+]. (7) Given the product [CH3:18][O:17][C:7]1[CH:8]=[C:9]2[C:14](=[CH:15][C:6]=1[O:5][CH2:4][CH2:3][CH2:2][N:19]1[CH2:23][CH2:22][CH2:21][CH2:20]1)[NH:13][CH:12]=[CH:11][C:10]2=[O:16], predict the reactants needed to synthesize it. The reactants are: Cl[CH2:2][CH2:3][CH2:4][O:5][C:6]1[CH:15]=[C:14]2[C:9]([C:10](=[O:16])[CH:11]=[CH:12][NH:13]2)=[CH:8][C:7]=1[O:17][CH3:18].[NH:19]1[CH2:23][CH2:22][CH2:21][CH2:20]1. (8) Given the product [NH2:1][C@H:2]1[CH2:7][CH2:6][CH2:5][CH2:4][C@H:3]1[NH:8][C:9]1[CH:10]=[C:11]([NH:17][C:18]2[O:22][N:21]=[C:20]([CH3:23])[CH:19]=2)[C:12]([C:15]([NH2:16])=[O:30])=[N:13][CH:14]=1, predict the reactants needed to synthesize it. The reactants are: [NH2:1][C@H:2]1[CH2:7][CH2:6][CH2:5][CH2:4][C@H:3]1[NH:8][C:9]1[CH:10]=[C:11]([NH:17][C:18]2[O:22][N:21]=[C:20]([CH3:23])[CH:19]=2)[C:12]([C:15]#[N:16])=[N:13][CH:14]=1.[OH-].[Na+].OO.CC(O)=[O:30]. (9) Given the product [C:34]([N:33]1[C:29]([NH:28][C:23](=[O:25])[CH2:22][C:19]2[C:18]([O:26][CH3:27])=[CH:17][C:16]([O:15][C:6]3[C:5]4[C:10](=[CH:11][C:12]([O:13][CH3:14])=[C:3]([O:2][CH3:1])[CH:4]=4)[N:9]=[CH:8][CH:7]=3)=[CH:21][N:20]=2)=[C:30]([CH3:39])[C:31]([CH3:38])=[N:32]1)([CH3:37])([CH3:36])[CH3:35], predict the reactants needed to synthesize it. The reactants are: [CH3:1][O:2][C:3]1[CH:4]=[C:5]2[C:10](=[CH:11][C:12]=1[O:13][CH3:14])[N:9]=[CH:8][CH:7]=[C:6]2[O:15][C:16]1[CH:17]=[C:18]([O:26][CH3:27])[C:19]([CH2:22][C:23]([OH:25])=O)=[N:20][CH:21]=1.[NH2:28][C:29]1[N:33]([C:34]([CH3:37])([CH3:36])[CH3:35])[N:32]=[C:31]([CH3:38])[C:30]=1[CH3:39].F[P-](F)(F)(F)(F)F.N1(OC(N(C)C)=[N+](C)C)C2N=CC=CC=2N=N1.C(N(C(C)C)CC)(C)C.